From a dataset of NCI-60 drug combinations with 297,098 pairs across 59 cell lines. Regression. Given two drug SMILES strings and cell line genomic features, predict the synergy score measuring deviation from expected non-interaction effect. (1) Drug 2: C1=CC(=CC=C1C#N)C(C2=CC=C(C=C2)C#N)N3C=NC=N3. Drug 1: CCCS(=O)(=O)NC1=C(C(=C(C=C1)F)C(=O)C2=CNC3=C2C=C(C=N3)C4=CC=C(C=C4)Cl)F. Cell line: HOP-92. Synergy scores: CSS=3.37, Synergy_ZIP=5.27, Synergy_Bliss=3.51, Synergy_Loewe=-5.37, Synergy_HSA=2.42. (2) Drug 1: C1=CC(=CC=C1CC(C(=O)O)N)N(CCCl)CCCl.Cl. Drug 2: CC1=CC=C(C=C1)C2=CC(=NN2C3=CC=C(C=C3)S(=O)(=O)N)C(F)(F)F. Cell line: 786-0. Synergy scores: CSS=29.3, Synergy_ZIP=-5.47, Synergy_Bliss=2.91, Synergy_Loewe=1.74, Synergy_HSA=1.86. (3) Synergy scores: CSS=-4.97, Synergy_ZIP=2.55, Synergy_Bliss=-1.00, Synergy_Loewe=-3.31, Synergy_HSA=-4.28. Cell line: SF-295. Drug 1: C1CN(P(=O)(OC1)NCCCl)CCCl. Drug 2: COCCOC1=C(C=C2C(=C1)C(=NC=N2)NC3=CC=CC(=C3)C#C)OCCOC.Cl. (4) Drug 1: CNC(=O)C1=CC=CC=C1SC2=CC3=C(C=C2)C(=NN3)C=CC4=CC=CC=N4. Drug 2: C1CCC(CC1)NC(=O)N(CCCl)N=O. Cell line: HCC-2998. Synergy scores: CSS=0.398, Synergy_ZIP=-3.03, Synergy_Bliss=-5.32, Synergy_Loewe=-11.0, Synergy_HSA=-6.67. (5) Drug 1: CN1CCC(CC1)COC2=C(C=C3C(=C2)N=CN=C3NC4=C(C=C(C=C4)Br)F)OC. Drug 2: CCN(CC)CCCC(C)NC1=C2C=C(C=CC2=NC3=C1C=CC(=C3)Cl)OC. Cell line: SW-620. Synergy scores: CSS=44.4, Synergy_ZIP=5.22, Synergy_Bliss=5.59, Synergy_Loewe=4.45, Synergy_HSA=4.42. (6) Drug 1: COC1=C(C=C2C(=C1)N=CN=C2NC3=CC(=C(C=C3)F)Cl)OCCCN4CCOCC4. Drug 2: CNC(=O)C1=NC=CC(=C1)OC2=CC=C(C=C2)NC(=O)NC3=CC(=C(C=C3)Cl)C(F)(F)F. Cell line: SW-620. Synergy scores: CSS=13.7, Synergy_ZIP=-5.06, Synergy_Bliss=-1.92, Synergy_Loewe=-5.36, Synergy_HSA=-5.30. (7) Drug 1: CCCCC(=O)OCC(=O)C1(CC(C2=C(C1)C(=C3C(=C2O)C(=O)C4=C(C3=O)C=CC=C4OC)O)OC5CC(C(C(O5)C)O)NC(=O)C(F)(F)F)O. Drug 2: N.N.Cl[Pt+2]Cl. Cell line: HL-60(TB). Synergy scores: CSS=79.1, Synergy_ZIP=-0.564, Synergy_Bliss=-1.37, Synergy_Loewe=-2.88, Synergy_HSA=0.848. (8) Drug 1: C1=CC(=CC=C1CCCC(=O)O)N(CCCl)CCCl. Drug 2: CC1C(C(CC(O1)OC2CC(OC(C2O)C)OC3=CC4=CC5=C(C(=O)C(C(C5)C(C(=O)C(C(C)O)O)OC)OC6CC(C(C(O6)C)O)OC7CC(C(C(O7)C)O)OC8CC(C(C(O8)C)O)(C)O)C(=C4C(=C3C)O)O)O)O. Cell line: M14. Synergy scores: CSS=1.49, Synergy_ZIP=0.657, Synergy_Bliss=-0.267, Synergy_Loewe=-1.82, Synergy_HSA=-1.88.